From a dataset of Reaction yield outcomes from USPTO patents with 853,638 reactions. Predict the reaction yield, written as a fraction of the theoretical maximum amount of product (1.0 means a 100% yield; for example, 0.34 means a 34% yield). The reactants are [NH:1]([C:3]1[CH:8]=[C:7]([C:9]2[N:14]=[CH:13][CH:12]=[CH:11][CH:10]=2)[N:6]=[C:5]([C:15]2[CH:20]=[CH:19][CH:18]=[CH:17][N:16]=2)[CH:4]=1)[NH2:2].[N:21]([O-])=O.[Na+]. The catalyst is C(O)(=O)C.O. The product is [N:1]([C:3]1[CH:4]=[C:5]([C:15]2[CH:20]=[CH:19][CH:18]=[CH:17][N:16]=2)[N:6]=[C:7]([C:9]2[CH:10]=[CH:11][CH:12]=[CH:13][N:14]=2)[CH:8]=1)=[N+:2]=[N-:21]. The yield is 0.990.